This data is from Forward reaction prediction with 1.9M reactions from USPTO patents (1976-2016). The task is: Predict the product of the given reaction. Given the reactants [Br:1][C:2]1[CH:3]=[N:4][C:5](Cl)=[N:6][CH:7]=1.[F:9][C:10]([F:17])([F:16])[C:11]1[CH:12]=[N:13][NH:14][CH:15]=1.C(=O)([O-])[O-].[K+].[K+].CN(C)C=O, predict the reaction product. The product is: [Br:1][C:2]1[CH:3]=[N:4][C:5]([N:13]2[CH:12]=[C:11]([C:10]([F:17])([F:16])[F:9])[CH:15]=[N:14]2)=[N:6][CH:7]=1.